Predict the reaction yield, written as a fraction of the theoretical maximum amount of product (1.0 means a 100% yield; for example, 0.34 means a 34% yield). From a dataset of Reaction yield outcomes from USPTO patents with 853,638 reactions. (1) The yield is 0.980. The catalyst is N. The product is [CH3:1][O:2][C:3]1[CH:4]=[CH:5][C:6]([C:7]([NH:20][C:21]2[N:29]=[CH:28][N:27]=[C:26]3[C:22]=2[N:23]=[CH:24][N:25]3[C@H:30]2[O:43][C@@H:42]([CH2:44][OH:45])[C@@H:32]([OH:33])[CH2:31]2)([C:14]2[CH:15]=[CH:16][CH:17]=[CH:18][CH:19]=2)[C:8]2[CH:9]=[CH:10][CH:11]=[CH:12][CH:13]=2)=[CH:54][CH:55]=1. The reactants are [CH3:1][O:2][C:3]1[CH:55]=[CH:54][C:6]([C:7]([NH:20][C:21]2[N:29]=[CH:28][N:27]=[C:26]3[C:22]=2[N:23]=[CH:24][N:25]3[C@H:30]2[O:43][C@@H:42]([CH2:44][O:45]C(=O)C3C=CC=CC=3)[C@@H:32]([O:33]C(=O)C3C=CC=CC=3)[CH2:31]2)([C:14]2[CH:19]=[CH:18][CH:17]=[CH:16][CH:15]=2)[C:8]2[CH:13]=[CH:12][CH:11]=[CH:10][CH:9]=2)=[CH:5][CH:4]=1. (2) The reactants are [C:1]([C@@:18]1(C(O)=O)[CH2:22][C@@H:21]([NH2:23])[CH2:20][N:19]1[C:24]([O:26][C:27]([CH3:30])([CH3:29])[CH3:28])=[O:25])([O:3]CC1C2C(=CC=CC=2)C2C1=CC=CC=2)=[O:2]. The catalyst is C(#N)C.N1CCCC1. The product is [NH2:23][CH:21]1[CH2:20][N:19]([C:24]([O:26][C:27]([CH3:28])([CH3:29])[CH3:30])=[O:25])[CH:18]([C:1]([OH:3])=[O:2])[CH2:22]1. The yield is 0.400. (3) The reactants are II.[F:3][C:4]1[CH:9]=[C:8]([I:10])[CH:7]=[CH:6][C:5]=1[NH:11][C:12]1[C:17]([C:18]([NH:20][CH2:21][CH2:22][OH:23])=[O:19])=[CH:16][N:15]=[C:14]([NH:24][CH2:25][CH2:26]O)[CH:13]=1.C1(P(C2C=CC=CC=2)C2C=CC=CC=2)C=CC=CC=1.C(N(CC)CC)C. The catalyst is O1CCCC1. The product is [OH:23][CH2:22][CH2:21][NH:20][C:18]([C:17]1[C:12]([NH:11][C:5]2[CH:6]=[CH:7][C:8]([I:10])=[CH:9][C:4]=2[F:3])=[CH:13][C:14]2[N:15]([CH2:26][CH2:25][N:24]=2)[CH:16]=1)=[O:19]. The yield is 0.270. (4) The reactants are COC[O:4][C:5]1[CH:10]=[CH:9][C:8]([CH:11]=[CH:12][C:13](=[O:28])[CH:14]=[CH:15][C:16]2[CH:21]=[CH:20][C:19]([O:22]COC)=[C:18]([O:26][CH3:27])[CH:17]=2)=[CH:7][C:6]=1[O:29][CH3:30]. The catalyst is CO.Cl. The product is [OH:22][C:19]1[CH:20]=[CH:21][C:16]([CH:15]=[CH:14][C:13](=[O:28])[CH:12]=[CH:11][C:8]2[CH:9]=[CH:10][C:5]([OH:4])=[C:6]([O:29][CH3:30])[CH:7]=2)=[CH:17][C:18]=1[O:26][CH3:27]. The yield is 0.960. (5) The reactants are O[CH:2]1[CH2:5][CH:4]([NH:6][C:7](=[O:13])[O:8][C:9]([CH3:12])([CH3:11])[CH3:10])[CH2:3]1.CCN(S(F)(F)[F:20])CC.N#N. The catalyst is C(Cl)Cl. The product is [F:20][CH:2]1[CH2:5][CH:4]([NH:6][C:7](=[O:13])[O:8][C:9]([CH3:12])([CH3:11])[CH3:10])[CH2:3]1. The yield is 0.307. (6) The product is [CH2:6]([O:5][P:4]([CH2:9][N:10]1[C:11](=[O:12])[N:19]2[CH:18]=[N:17][C:16]([C:20](=[O:21])[NH2:22])=[C:15]2[N:13]=[N:14]1)(=[O:8])[O:3][CH2:1][CH3:2])[CH3:7]. The reactants are [CH2:1]([O:3][P:4]([CH2:9][N:10]=[C:11]=[O:12])(=[O:8])[O:5][CH2:6][CH3:7])[CH3:2].[N+:13](=[C:15]1[N:19]=[CH:18][N:17]=[C:16]1[C:20]([NH2:22])=[O:21])=[N-:14].CCOCC. The catalyst is CCOC(C)=O.CS(C)=O. The yield is 0.500.